The task is: Binary Classification. Given a miRNA mature sequence and a target amino acid sequence, predict their likelihood of interaction.. This data is from Experimentally validated miRNA-target interactions with 360,000+ pairs, plus equal number of negative samples. (1) The miRNA is mmu-miR-467f with sequence AUAUACACACACACACCUACA. The protein sequence of the target gene is MANRGPSYGLSREVQQKIEKQYDADLEQILIQWITTQCREDVGQPQPGRENFQKWLKDGTVLCKLINSLYPEGQAPVKKIQASSMAFKQMEQISQFLQAAERYGINTTDIFQTVDLWEGKNMACVQRTLMNLGGLAVARDDGLFSGDPNWFPKKSKENPRNFSDNQLQEGKNVIGLQMGTNRGASQAGMTGYGMPRQIL. Result: 0 (no interaction). (2) The miRNA is hsa-miR-297 with sequence AUGUAUGUGUGCAUGUGCAUG. The protein sequence of the target gene is MSVVVQHVEEKAVHSWSRISTAGKKALEEALLVFNPMSQDLSATEAQLVAFLQGLRDDGFQPTILRSGDVYGYSSCTANPPSQTKLQARAPNPTATSPPASAPRTAMRLPAGRATLLPMPLSGRLAKASTPALAKHATTNLLLSSLKQSSASHARGAAVGFPTHLYPGVYPAMRLSVVLEALVPLKTPMPCLGAKHKAQSLQLSLADSPLKLRKSSGKGPGNPRPKAPRKTTSKGPKCLTRKGPGAGPRRGSGHQSKTNRATGSPSVRRMKGGSALGTKTAQAKVARTLAKAARAQAKVA.... Result: 0 (no interaction). (3) The miRNA is cel-miR-75-3p with sequence UUAAAGCUACCAACCGGCUUCA. The protein sequence of the target gene is MSSKDFFACGHSGHWARGCPRGGAGGRRGGGHGRGSQCGSTTLSYTCYCCGESGRNAKNCVLLGNICYNCGRSGHIAKDCKDPKRERRQHCYTCGRLGHLARDCDRQKEQKCYSCGKLGHIQKDCAQVKCYRCGEIGHVAINCSKARPGQLLPLRQIPTSSQGMSQ. Result: 0 (no interaction). (4) The miRNA is mmu-miR-5124a with sequence GGUCCAGUGACUAAGAGCAU. The protein sequence of the target gene is MATLACRVQFLDDTDPFNSTNFPEPSRPPLFTFREDLALGTQLAGVHRLLQAPHKLDDCTLQLSHNGAYLDLEATLAEQRDELEGFQDDAGRGKKHSIILRTQLSVRVHACIEKLYNSSGRDLRRALFSLKQIFQDDKDLVHEFVVAEGLTCLIKVGAEADQNYQNYILRALGQIMLYVDGMNGVINRNETIQWLYTLIGSKFRLVVKTALKLLLVFVEYSESNAPLLIQAVTAVDTKRGVKPWSNIMEILEEKDGVDTELLVYAMTLVNKTLSGLPDQDTFYDVVDCLEELGIAAVSQR.... Result: 0 (no interaction). (5) The miRNA is hsa-miR-192-5p with sequence CUGACCUAUGAAUUGACAGCC. The protein sequence of the target gene is MASSIRRGRGAWTRLLSLLLLAAWEVGSGQLRYSVPEEAKHGTFVGRIAQDLGLELEELVPRLFRVASKRHGDLLEVNLQNGILFVNSRIDREELCGRSAECSIHVEVIVDRPLQVFHVEVEVKDINDNPPIFPMTVKTIRFPESRLLDSRFPLEGASDADIGVNALLSYKLSSSEFFFLDIQANDELSESLSLVLGKSLDREETAEVNLLLVATDGGKPELTGTVQILIKVLDVNDNEPTFAQSVYKVKLLENTANGTLVVKLNASDADEGPNSEIVYSLGSDVSSTIQTKFTIDPISG.... Result: 0 (no interaction).